From a dataset of Forward reaction prediction with 1.9M reactions from USPTO patents (1976-2016). Predict the product of the given reaction. (1) Given the reactants [F:1][C:2]1[C:8]([N+:9]([O-:11])=[O:10])=[CH:7][CH:6]=[CH:5][C:3]=1[NH2:4].[CH3:12][N:13]([CH:15]=O)[CH3:14].CN([C:20]([O:24]N1N=NC2C=CC=NC1=2)=[N+](C)C)C.F[P-](F)(F)(F)(F)F.CCN([CH:47]([CH3:49])[CH3:48])C(C)C, predict the reaction product. The product is: [F:1][C:2]1[C:8]([N+:9]([O-:11])=[O:10])=[CH:7][CH:6]=[CH:5][C:3]=1[NH:4][C:20]([CH:49]1[CH2:47][CH2:48][CH2:14][N:13]([CH3:12])[CH2:15]1)=[O:24]. (2) Given the reactants Br[C:2]1[C:7]([F:8])=[C:6]([N+:9]([O-:11])=[O:10])[CH:5]=[CH:4][C:3]=1[F:12].[O:13]1[CH2:18][CH2:17][CH2:16][CH2:15][CH:14]1[N:19]1[C:23](B2OC(C)(C)C(C)(C)O2)=[CH:22][CH:21]=[N:20]1.C(=O)([O-])[O-].[Na+].[Na+], predict the reaction product. The product is: [F:8][C:7]1[C:6]([N+:9]([O-:11])=[O:10])=[CH:5][CH:4]=[C:3]([F:12])[C:2]=1[C:23]1[N:19]([CH:14]2[CH2:15][CH2:16][CH2:17][CH2:18][O:13]2)[N:20]=[CH:21][CH:22]=1. (3) Given the reactants P(Cl)(Cl)(Cl)=O.[Br:6][C:7]1[CH:8]=[C:9]2[C:13](=[CH:14][C:15]=1[CH3:16])[NH:12][CH:11]=[CH:10]2.[OH-].[Na+].CN([CH:22]=[O:23])C, predict the reaction product. The product is: [Br:6][C:7]1[CH:8]=[C:9]2[C:13](=[CH:14][C:15]=1[CH3:16])[NH:12][CH:11]=[C:10]2[CH:22]=[O:23]. (4) The product is: [N+:15]([C:18]1[CH:23]=[CH:22][C:21]([C:24]2[S:25][C:26]3[CH:32]=[CH:31][CH:30]=[C:29]([O:11][CH2:12][CH2:13][F:14])[C:27]=3[CH:28]=2)=[CH:20][CH:19]=1)([O-:17])=[O:16]. Given the reactants C(=O)([O-])[O-].[K+].[K+].CS([O:11][CH2:12][CH2:13][F:14])(=O)=O.[N+:15]([C:18]1[CH:23]=[CH:22][C:21]([C:24]2[S:25][C:26]3[CH:32]=[C:31](O)[CH:30]=[CH:29][C:27]=3[CH:28]=2)=[CH:20][CH:19]=1)([O-:17])=[O:16].O, predict the reaction product. (5) Given the reactants [C:1]([C:3]1[CH:8]=[CH:7][C:6]([C:9]2[N:13]3[CH:14]=[C:15]([C:18]4[CH:40]=[CH:39][C:21]([C:22]([N:24]5[CH2:29][CH2:28][C:27]([CH2:31][NH:32]C(=O)C(F)(F)F)([OH:30])[CH2:26][CH2:25]5)=[O:23])=[CH:20][CH:19]=4)[N:16]=[CH:17][C:12]3=[N:11][CH:10]=2)=[CH:5][CH:4]=1)#[N:2].C([O-])([O-])=O.[K+].[K+], predict the reaction product. The product is: [NH2:32][CH2:31][C:27]1([OH:30])[CH2:26][CH2:25][N:24]([C:22]([C:21]2[CH:20]=[CH:19][C:18]([C:15]3[N:16]=[CH:17][C:12]4[N:13]([C:9]([C:6]5[CH:7]=[CH:8][C:3]([C:1]#[N:2])=[CH:4][CH:5]=5)=[CH:10][N:11]=4)[CH:14]=3)=[CH:40][CH:39]=2)=[O:23])[CH2:29][CH2:28]1. (6) Given the reactants C[O:2][C:3]([C:5]1[O:6][C:7]2[CH:13]=[CH:12][C:11]([O:14][CH2:15][CH2:16][N:17]3[CH2:21][CH2:20][CH2:19][CH2:18]3)=[CH:10][C:8]=2[CH:9]=1)=[O:4].[OH-].[Li+].Cl, predict the reaction product. The product is: [N:17]1([CH2:16][CH2:15][O:14][C:11]2[CH:12]=[CH:13][C:7]3[O:6][C:5]([C:3]([OH:4])=[O:2])=[CH:9][C:8]=3[CH:10]=2)[CH2:18][CH2:19][CH2:20][CH2:21]1.